This data is from NCI-60 drug combinations with 297,098 pairs across 59 cell lines. The task is: Regression. Given two drug SMILES strings and cell line genomic features, predict the synergy score measuring deviation from expected non-interaction effect. (1) Drug 1: CC1=C(C=C(C=C1)NC2=NC=CC(=N2)N(C)C3=CC4=NN(C(=C4C=C3)C)C)S(=O)(=O)N.Cl. Drug 2: C1CN1P(=S)(N2CC2)N3CC3. Cell line: SF-268. Synergy scores: CSS=14.7, Synergy_ZIP=-1.37, Synergy_Bliss=2.30, Synergy_Loewe=-0.971, Synergy_HSA=-0.672. (2) Drug 2: CC(C)(C#N)C1=CC(=CC(=C1)CN2C=NC=N2)C(C)(C)C#N. Synergy scores: CSS=40.4, Synergy_ZIP=4.25, Synergy_Bliss=2.65, Synergy_Loewe=2.77, Synergy_HSA=2.94. Drug 1: C1=C(C(=O)NC(=O)N1)F. Cell line: PC-3. (3) Drug 1: C1CN1P(=S)(N2CC2)N3CC3. Drug 2: CCC1(C2=C(COC1=O)C(=O)N3CC4=CC5=C(C=CC(=C5CN(C)C)O)N=C4C3=C2)O.Cl. Cell line: OVCAR-4. Synergy scores: CSS=8.63, Synergy_ZIP=-3.22, Synergy_Bliss=-1.48, Synergy_Loewe=-1.16, Synergy_HSA=0.616. (4) Drug 1: C1=C(C(=O)NC(=O)N1)N(CCCl)CCCl. Drug 2: CCC1(CC2CC(C3=C(CCN(C2)C1)C4=CC=CC=C4N3)(C5=C(C=C6C(=C5)C78CCN9C7C(C=CC9)(C(C(C8N6C=O)(C(=O)OC)O)OC(=O)C)CC)OC)C(=O)OC)O.OS(=O)(=O)O. Cell line: ACHN. Synergy scores: CSS=33.7, Synergy_ZIP=8.98, Synergy_Bliss=9.68, Synergy_Loewe=9.54, Synergy_HSA=8.99.